From a dataset of Peptide-MHC class I binding affinity with 185,985 pairs from IEDB/IMGT. Regression. Given a peptide amino acid sequence and an MHC pseudo amino acid sequence, predict their binding affinity value. This is MHC class I binding data. (1) The peptide sequence is HVVNYNGLL. The MHC is HLA-A24:03 with pseudo-sequence HLA-A24:03. The binding affinity (normalized) is 0.0847. (2) The peptide sequence is IFDDLQGSL. The MHC is HLA-A02:06 with pseudo-sequence HLA-A02:06. The binding affinity (normalized) is 0.0847. (3) The peptide sequence is RVPTVFHKK. The MHC is HLA-B15:01 with pseudo-sequence HLA-B15:01. The binding affinity (normalized) is 0.0847.